This data is from Forward reaction prediction with 1.9M reactions from USPTO patents (1976-2016). The task is: Predict the product of the given reaction. (1) Given the reactants [O:1]1[C:5]2[CH:6]=[CH:7][CH:8]=[CH:9][C:4]=2[CH:3]=[C:2]1[C:10]1[N:19]=[C:18](Cl)[C:17]2[C:12](=[CH:13][CH:14]=[CH:15][CH:16]=2)[N:11]=1.[OH:21][CH2:22][CH2:23][N:24]([CH2:29][CH2:30][OH:31])[CH2:25][CH2:26][CH2:27][NH2:28], predict the reaction product. The product is: [O:1]1[C:5]2[CH:6]=[CH:7][CH:8]=[CH:9][C:4]=2[CH:3]=[C:2]1[C:10]1[N:19]=[C:18]([NH:28][CH2:27][CH2:26][CH2:25][N:24]([CH2:29][CH2:30][OH:31])[CH2:23][CH2:22][OH:21])[C:17]2[C:12](=[CH:13][CH:14]=[CH:15][CH:16]=2)[N:11]=1. (2) Given the reactants [CH3:1][C@@H:2]([CH2:15][CH3:16])[CH2:3][O:4][C:5]1[CH:6]=[C:7]([CH2:13]O)[CH:8]=[C:9]([CH2:11][OH:12])[CH:10]=1.Br.C([O-])([O-])=O.[Na+].[Na+].[C-:24]#[N:25].[K+], predict the reaction product. The product is: [OH:12][CH2:11][C:9]1[CH:8]=[C:7]([CH2:13][C:24]#[N:25])[CH:6]=[C:5]([O:4][CH2:3][C@@H:2]([CH3:1])[CH2:15][CH3:16])[CH:10]=1. (3) Given the reactants [ClH:1].[F:2][C:3]1[C:4]([F:28])=[CH:5][C:6]2[O:27][CH2:26][C:9]3([C:17]4[C:12](=[CH:13][CH:14]=[CH:15][CH:16]=4)[N:11]([CH2:18][CH:19]4[CH2:24][CH2:23][NH:22][CH2:21][CH2:20]4)[C:10]3=[O:25])[C:7]=2[CH:8]=1.[CH2:29](N(CC)CC)C.C=O.C(O[BH-](OC(=O)C)OC(=O)C)(=O)C.[Na+], predict the reaction product. The product is: [ClH:1].[F:2][C:3]1[C:4]([F:28])=[CH:5][C:6]2[O:27][CH2:26][C:9]3([C:17]4[C:12](=[CH:13][CH:14]=[CH:15][CH:16]=4)[N:11]([CH2:18][CH:19]4[CH2:20][CH2:21][N:22]([CH3:29])[CH2:23][CH2:24]4)[C:10]3=[O:25])[C:7]=2[CH:8]=1. (4) The product is: [Cl-:1].[C:11]([C:13]1[S:17][C:16]([NH2+:18][NH2:19])=[CH:15][CH:14]=1)#[N:12]. Given the reactants [ClH:1].N(C1C=C(C#N)SC=1)N.[C:11]([C:13]1[S:17][C:16]([N:18](C(OC(C)(C)C)=O)[NH:19]C(OC(C)(C)C)=O)=[CH:15][CH:14]=1)#[N:12], predict the reaction product.